Dataset: NCI-60 drug combinations with 297,098 pairs across 59 cell lines. Task: Regression. Given two drug SMILES strings and cell line genomic features, predict the synergy score measuring deviation from expected non-interaction effect. Drug 1: CC1=C(C=C(C=C1)NC2=NC=CC(=N2)N(C)C3=CC4=NN(C(=C4C=C3)C)C)S(=O)(=O)N.Cl. Drug 2: C1=CC(=CC=C1C#N)C(C2=CC=C(C=C2)C#N)N3C=NC=N3. Cell line: OVCAR-8. Synergy scores: CSS=5.03, Synergy_ZIP=1.83, Synergy_Bliss=5.87, Synergy_Loewe=4.99, Synergy_HSA=5.46.